This data is from CYP2C19 inhibition data for predicting drug metabolism from PubChem BioAssay. The task is: Regression/Classification. Given a drug SMILES string, predict its absorption, distribution, metabolism, or excretion properties. Task type varies by dataset: regression for continuous measurements (e.g., permeability, clearance, half-life) or binary classification for categorical outcomes (e.g., BBB penetration, CYP inhibition). Dataset: cyp2c19_veith. (1) The molecule is CCN1CCN(c2nc3ccccc3s2)CC1. The result is 1 (inhibitor). (2) The drug is O=C(O)c1ccc(C(=O)c2ccccc2C(=O)O)cc1C(=O)O. The result is 0 (non-inhibitor). (3) The compound is CN1CCN(c2ncc3nc(-c4cccs4)c(=O)n(CCC#N)c3n2)CC1. The result is 0 (non-inhibitor). (4) The compound is COc1ccc2c(c1)-c1nc(NC(=O)c3cccs3)sc1CC2. The result is 1 (inhibitor).